From a dataset of Catalyst prediction with 721,799 reactions and 888 catalyst types from USPTO. Predict which catalyst facilitates the given reaction. Reactant: Cl[C:2]1[N:10]=[C:9]2[C:5]([N:6]([CH2:19][C:20]3[CH:25]=[CH:24][C:23]([C:26]([F:29])([F:28])[F:27])=[CH:22][CH:21]=3)[C:7]([CH2:11][O:12][C:13]3[CH:18]=[CH:17][CH:16]=[CH:15][CH:14]=3)=[N:8]2)=[C:4]([NH:30][C@@H:31]([CH:33]2[CH2:36][CH2:35][CH2:34]2)[CH3:32])[N:3]=1.C[C:38]([N:40](C)C)=O. Product: [CH:33]1([C@H:31]([NH:30][C:4]2[N:3]=[C:2]([C:38]#[N:40])[N:10]=[C:9]3[C:5]=2[N:6]([CH2:19][C:20]2[CH:25]=[CH:24][C:23]([C:26]([F:28])([F:29])[F:27])=[CH:22][CH:21]=2)[C:7]([CH2:11][O:12][C:13]2[CH:14]=[CH:15][CH:16]=[CH:17][CH:18]=2)=[N:8]3)[CH3:32])[CH2:34][CH2:35][CH2:36]1. The catalyst class is: 267.